Dataset: Catalyst prediction with 721,799 reactions and 888 catalyst types from USPTO. Task: Predict which catalyst facilitates the given reaction. (1) Reactant: Cl.[CH3:2][O:3][C:4]1[CH:9]=[CH:8][C:7]([C:10]2[N:14]([C:15]3[CH:22]=[CH:21][C:18]([CH2:19][NH2:20])=[CH:17][CH:16]=3)[N:13]=[C:12]([C:23]([F:26])([F:25])[F:24])[CH:11]=2)=[CH:6][CH:5]=1.[O-:27][C:28]#[N:29].[Na+]. Product: [CH3:2][O:3][C:4]1[CH:5]=[CH:6][C:7]([C:10]2[N:14]([C:15]3[CH:22]=[CH:21][C:18]([CH2:19][NH:20][C:28]([NH2:29])=[O:27])=[CH:17][CH:16]=3)[N:13]=[C:12]([C:23]([F:26])([F:24])[F:25])[CH:11]=2)=[CH:8][CH:9]=1. The catalyst class is: 97. (2) Reactant: [CH3:1][O:2][C:3]([CH2:5][O:6][C:7]1[CH:12]=[CH:11][C:10]([OH:13])=[CH:9][C:8]=1[N+:14]([O-:16])=[O:15])=[O:4].[C:17]([O:21][C:22]([N:24]1[CH2:29][CH2:28][CH:27](O)[CH2:26][CH2:25]1)=[O:23])([CH3:20])([CH3:19])[CH3:18].C1(P(C2C=CC=CC=2)C2C=CC=CC=2)C=CC=CC=1.N(C(OC(C)C)=O)=NC(OC(C)C)=O. Product: [C:17]([O:21][C:22]([N:24]1[CH2:29][CH2:28][CH:27]([O:13][C:10]2[CH:11]=[CH:12][C:7]([O:6][CH2:5][C:3]([O:2][CH3:1])=[O:4])=[C:8]([N+:14]([O-:16])=[O:15])[CH:9]=2)[CH2:26][CH2:25]1)=[O:23])([CH3:20])([CH3:18])[CH3:19]. The catalyst class is: 7. (3) Reactant: C(OC([N:8]1[CH2:19][CH:18]2[CH2:20][CH:10]([CH2:11][C:12]3[C:13](=[O:22])[N:14]([CH3:21])[CH:15]=[CH:16][C:17]=32)[CH2:9]1)=O)(C)(C)C.Cl. Product: [CH3:21][N:14]1[C:13](=[O:22])[C:12]2[CH2:11][CH:10]3[CH2:9][N:8]([CH2:19][CH2:18][CH2:20]3)[C:17]=2[CH:16]=[CH:15]1. The catalyst class is: 13. (4) Product: [CH3:1][O:2][C:3]1[CH:4]=[CH:5][C:6]([C:9]2[CH:14]=[CH:13][C:12]([S:15]([NH:18][CH2:19][C:20]3[NH:34][N:33]=[N:32][C:21]=3[C:22]3[CH:27]=[CH:26][CH:25]=[CH:24][CH:23]=3)(=[O:17])=[O:16])=[CH:11][CH:10]=2)=[CH:7][CH:8]=1. The catalyst class is: 121. Reactant: [CH3:1][O:2][C:3]1[CH:8]=[CH:7][C:6]([C:9]2[CH:14]=[CH:13][C:12]([S:15]([NH:18][CH2:19][C:20]#[C:21][C:22]3[CH:27]=[CH:26][CH:25]=[CH:24][CH:23]=3)(=[O:17])=[O:16])=[CH:11][CH:10]=2)=[CH:5][CH:4]=1.[Si]([N:32]=[N+:33]=[N-:34])(C)(C)C. (5) Reactant: [C:1]([OH:22])(=[O:21])[CH2:2][CH2:3][CH2:4][CH2:5][CH2:6][CH2:7][CH2:8][CH2:9][CH2:10][CH2:11][CH2:12][CH2:13][CH2:14][CH2:15][CH2:16][CH2:17][C:18]([OH:20])=[O:19].[C:23](OC(O[C:23]([CH3:26])([CH3:25])[CH3:24])N(C)C)([CH3:26])([CH3:25])[CH3:24]. Product: [C:23]([O:19][C:18](=[O:20])[CH2:17][CH2:16][CH2:15][CH2:14][CH2:13][CH2:12][CH2:11][CH2:10][CH2:9][CH2:8][CH2:7][CH2:6][CH2:5][CH2:4][CH2:3][CH2:2][C:1]([OH:22])=[O:21])([CH3:26])([CH3:25])[CH3:24]. The catalyst class is: 11. (6) Reactant: [Br:1][C:2]1[C:9]2[S:8][CH:7]=[N:6][C:5]=2[NH:4][C:3]=1[CH3:10].CS(O[CH:16]([CH3:20])[CH2:17][O:18][CH3:19])(=O)=O.C(=O)([O-])[O-].[K+].[K+]. Product: [Br:1][C:2]1[C:9]2[S:8][CH:7]=[N:6][C:5]=2[N:4]([CH:16]([CH3:20])[CH2:17][O:18][CH3:19])[C:3]=1[CH3:10]. The catalyst class is: 9. (7) Reactant: [OH:1][CH2:2][C@H:3]1[CH2:8][CH2:7][CH2:6][C@H:5]([N:9]2[C:13]3=[C:14]4[CH:20]=[CH:19][NH:18][C:15]4=[N:16][CH:17]=[C:12]3[NH:11][C:10]2=[O:21])[CH2:4]1.C(Cl)(Cl)Cl.C(=O)([O-])O.[Na+].S([O-])([O-])(=O)=S.[Na+].[Na+]. Product: [O:21]=[C:10]1[N:9]([C@H:5]2[CH2:6][CH2:7][CH2:8][C@H:3]([CH:2]=[O:1])[CH2:4]2)[C:13]2=[C:14]3[CH:20]=[CH:19][NH:18][C:15]3=[N:16][CH:17]=[C:12]2[NH:11]1. The catalyst class is: 68.